From a dataset of NCI-60 drug combinations with 297,098 pairs across 59 cell lines. Regression. Given two drug SMILES strings and cell line genomic features, predict the synergy score measuring deviation from expected non-interaction effect. Drug 1: CC12CCC3C(C1CCC2O)C(CC4=C3C=CC(=C4)O)CCCCCCCCCS(=O)CCCC(C(F)(F)F)(F)F. Drug 2: C1CN(P(=O)(OC1)NCCCl)CCCl. Cell line: EKVX. Synergy scores: CSS=2.90, Synergy_ZIP=-1.99, Synergy_Bliss=-2.05, Synergy_Loewe=-5.45, Synergy_HSA=-3.21.